Task: Predict the reaction yield, written as a fraction of the theoretical maximum amount of product (1.0 means a 100% yield; for example, 0.34 means a 34% yield).. Dataset: Reaction yield outcomes from USPTO patents with 853,638 reactions (1) The yield is 0.830. The catalyst is CN(C)C=O. The reactants are [O:1]1[CH:5]=[CH:4][CH:3]=[C:2]1[C:6]([NH:8][CH2:9][C:10]1[N:11]=[C:12]([N:15]2[CH2:18][CH:17](OS(C)(=O)=O)[CH2:16]2)[S:13][CH:14]=1)=[O:7].[C:24]([O-:27])(=[S:26])[CH3:25].[K+]. The product is [C:24]([S:26][CH:17]1[CH2:16][N:15]([C:12]2[S:13][CH:14]=[C:10]([CH2:9][NH:8][C:6]([C:2]3[O:1][CH:5]=[CH:4][CH:3]=3)=[O:7])[N:11]=2)[CH2:18]1)(=[O:27])[CH3:25]. (2) The reactants are [CH:1]1([N:5]2[CH2:11][CH2:10][C:9]3[CH:12]=[C:13]([CH2:16][S:17]([C:20]4[CH:25]=[CH:24][CH:23]=[CH:22][CH:21]=4)(=[O:19])=[O:18])[CH:14]=[CH:15][C:8]=3[CH2:7][CH2:6]2)[CH2:4][CH2:3][CH2:2]1.C([Li])CCC.N1([C:40](=[O:52])[CH2:41][CH:42]2[CH2:47][CH2:46][N:45]([C:48](=[O:51])[CH2:49][CH3:50])[CH2:44][CH2:43]2)C2C=CC=CC=2N=N1. The catalyst is C1COCC1. The product is [CH:1]1([N:5]2[CH2:11][CH2:10][C:9]3[CH:12]=[C:13]([CH:16]([S:17]([C:20]4[CH:21]=[CH:22][CH:23]=[CH:24][CH:25]=4)(=[O:19])=[O:18])[C:40](=[O:52])[CH2:41][CH:42]4[CH2:43][CH2:44][N:45]([C:48](=[O:51])[CH2:49][CH3:50])[CH2:46][CH2:47]4)[CH:14]=[CH:15][C:8]=3[CH2:7][CH2:6]2)[CH2:2][CH2:3][CH2:4]1. The yield is 0.745. (3) The reactants are [CH2:1]([C:4]1[CH2:5][C@@H:6]2[C@H:9]([CH:10]=1)[C@@:8]([CH2:15][C:16]([O:18]C(C)(C)C)=[O:17])([CH2:11][N+:12]([O-])=O)[CH2:7]2)[CH:2]=[CH2:3].[Cl-].[NH4+]. The catalyst is C(O)C.O.[Fe]. The product is [CH2:1]([C:4]1[CH2:5][C@@H:6]2[C@H:9]([CH:10]=1)[C@@:8]([CH2:15][C:16]([OH:18])=[O:17])([CH2:11][NH2:12])[CH2:7]2)[CH:2]=[CH2:3]. The yield is 0.280.